From a dataset of Drug-target binding data from BindingDB using IC50 measurements. Regression. Given a target protein amino acid sequence and a drug SMILES string, predict the binding affinity score between them. We predict pIC50 (pIC50 = -log10(IC50 in M); higher means more potent). Dataset: bindingdb_ic50. (1) The drug is CCCCCCCCCCCCCCCC(=O)O[C@H]1CN(CCCCCn2ccc(=O)[nH]c2=O)[C@@H](CO[C@@H]2O[C@H](CN)[C@@H](O)[C@H]2O)C(=O)N[C@@H]1CO. The target protein (P0C1R8) has sequence MIFVYALLALVITFVLVPVLIPTLKRMKFGQSIREEGPQSHMKKTGTPTMGGLTFLLSIVITSLVAIIFVDQANPIILLLFVTIGFGLIGFIDDYIIVVKKNNQGLTSKQKFLAQIGIAIIFFVLSNVFHLVNFSTSIHIPFTNVAIPLSFAYVIFIVFWQVGFSNAVNLTDGLDGLATGLSIIGFTMYAIMSFVLGETAIGIFCIIMLFALLGFLPYNINPAKVFMGDTGSLALGGIFATISIMLNQELSLIFIGLVFVIETLSVMLQVASFKLTGKRIFKMSPIHHHFELIGWSEWKVVTVFWAVGLISGLIGLWIGVH. The pIC50 is 3.7. (2) The compound is CC(C)N(CCC(C(N)=O)(c1ccccc1)c1ccccn1)C(C)C. The target protein (O15245) has sequence MPTVDDILEQVGESGWFQKQAFLILCLLSAAFAPICVGIVFLGFTPDHHCQSPGVAELSQRCGWSPAEELNYTVPGLGPAGEAFLGQCRRYEVDWNQSALSCVDPLASLATNRSHLPLGPCQDGWVYDTPGSSIVTEFNLVCADSWKLDLFQSCLNAGFLFGSLGVGYFADRFGRKLCLLGTVLVNAVSGVLMAFSPNYMSMLLFRLLQGLVSKGNWMAGYTLITEFVGSGSRRTVAIMYQMAFTVGLVALTGLAYALPHWRWLQLAVSLPTFLFLLYYWCVPESPRWLLSQKRNTEAIKIMDHIAQKNGKLPPADLKMLSLEEDVTEKLSPSFADLFRTPRLRKRTFILMYLWFTDSVLYQGLILHMGATSGNLYLDFLYSALVEIPGAFIALITIDRVGRIYPMAMSNLLAGAACLVMIFISPDLHWLNIIIMCVGRMGITIAIQMICLVNAELYPTFVRNLGVMVCSSLCDIGGIITPFIVFRLREVWQALPLILFA.... The pIC50 is 4.0.